Dataset: Full USPTO retrosynthesis dataset with 1.9M reactions from patents (1976-2016). Task: Predict the reactants needed to synthesize the given product. (1) Given the product [C:35]([O:8][C:9]([N:11]1[CH2:15][C@H:14]([CH3:16])[C@H:13]([NH:17][C:18]2[C:19]3[N:20]([CH:27]=[C:28]([C:30]([O:32][CH2:33][CH3:34])=[O:31])[CH:29]=3)[N:21]=[CH:22][C:23]=2[C:24](=[O:26])[NH2:25])[CH2:12]1)=[O:10])([CH3:38])([CH3:37])[CH3:36], predict the reactants needed to synthesize it. The reactants are: C([O:8][C:9]([N:11]1[CH2:15][C@H:14]([CH3:16])[C@H:13]([NH:17][C:18]2[C:19]3[N:20]([CH:27]=[C:28]([C:30]([O:32][CH2:33][CH3:34])=[O:31])[CH:29]=3)[N:21]=[CH:22][C:23]=2[C:24](=[O:26])[NH2:25])[CH2:12]1)=[O:10])C1C=CC=CC=1.[C:35](OC(OC(O[C:35]([CH3:38])([CH3:37])[CH3:36])=O)=O)([CH3:38])([CH3:37])[CH3:36]. (2) Given the product [CH2:8]([O:7][C:1](=[O:6])[CH2:2][C:3]([NH:32][C:27]1[CH:28]=[CH:29][CH:30]=[CH:31][C:26]=1[C:25]([F:24])([F:33])[F:34])=[O:5])[C:9]1[CH:14]=[CH:13][CH:12]=[CH:11][CH:10]=1, predict the reactants needed to synthesize it. The reactants are: [C:1]([O:7][CH2:8][C:9]1[CH:14]=[CH:13][CH:12]=[CH:11][CH:10]=1)(=[O:6])[CH2:2][C:3]([O-:5])=O.C(N(CC)C(C)C)(C)C.[F:24][C:25]([F:34])([F:33])[C:26]1[CH:31]=[CH:30][CH:29]=[CH:28][C:27]=1[NH2:32].CN(C(ON1N=NC2C=CC=NC1=2)=[N+](C)C)C.F[P-](F)(F)(F)(F)F. (3) Given the product [CH2:34]([O:33][CH:5]([CH2:6][C:7]1[CH:12]=[CH:11][C:10]([O:13][C:14]([CH3:31])([C:16]2[S:20][C:19]([C:21]3[CH:22]=[CH:23][C:24]([C:27]([F:28])([F:29])[F:30])=[CH:25][CH:26]=3)=[N:18][CH:17]=2)[CH3:15])=[CH:9][C:8]=1[CH3:32])[C:4]([OH:36])=[O:3])[CH3:35], predict the reactants needed to synthesize it. The reactants are: C([O:3][C:4](=[O:36])[CH:5]([O:33][CH2:34][CH3:35])[CH2:6][C:7]1[CH:12]=[CH:11][C:10]([O:13][C:14]([CH3:31])([C:16]2[S:20][C:19]([C:21]3[CH:26]=[CH:25][C:24]([C:27]([F:30])([F:29])[F:28])=[CH:23][CH:22]=3)=[N:18][CH:17]=2)[CH3:15])=[CH:9][C:8]=1[CH3:32])C.[Li+].[OH-]. (4) Given the product [Cl:1][C:2]1[C:3]([C:11]([OH:13])=[O:12])=[CH:4][CH:5]=[C:6]2[C:10]=1[NH:9][CH:8]=[C:7]2[C:14]1[CH2:19][CH2:18][CH2:17][CH2:16][CH:15]=1, predict the reactants needed to synthesize it. The reactants are: [Cl:1][C:2]1[C:3]([C:11]([OH:13])=[O:12])=[CH:4][CH:5]=[C:6]2[C:10]=1[NH:9][CH:8]=[CH:7]2.[C:14]1(=O)[CH2:19][CH2:18][CH2:17][CH2:16][CH2:15]1.N1C2C(=CC=CC=2)C=C1.C[O-].[Na+]. (5) The reactants are: [ClH:1].C(OC([N:9]1[CH2:14][CH2:13][CH:12]([C:15](=[O:36])[C:16]2[CH:21]=[CH:20][C:19]([S:22]([C:25]3[CH:34]=[CH:33][C:32]4[C:27](=[CH:28][CH:29]=[C:30]([Br:35])[CH:31]=4)[CH:26]=3)(=[O:24])=[O:23])=[CH:18][CH:17]=2)[CH2:11][CH2:10]1)=O)(C)(C)C. Given the product [ClH:1].[Br:35][C:30]1[CH:31]=[C:32]2[C:27](=[CH:28][CH:29]=1)[CH:26]=[C:25]([S:22]([C:19]1[CH:18]=[CH:17][C:16]([C:15]([CH:12]3[CH2:11][CH2:10][NH:9][CH2:14][CH2:13]3)=[O:36])=[CH:21][CH:20]=1)(=[O:24])=[O:23])[CH:34]=[CH:33]2, predict the reactants needed to synthesize it. (6) Given the product [F:23][C:22]([F:24])([F:25])[C:19]1[CH:18]=[CH:17][C:16]([O:15][C:13](=[O:14])[NH:11][N:2]2[CH2:3][CH2:4][C:5]3[C:10](=[CH:9][CH:8]=[CH:7][CH:6]=3)[CH2:1]2)=[CH:21][CH:20]=1, predict the reactants needed to synthesize it. The reactants are: [CH2:1]1[C:10]2[C:5](=[CH:6][CH:7]=[CH:8][CH:9]=2)[CH2:4][CH2:3][N:2]1[NH2:11].Cl[C:13]([O:15][C:16]1[CH:21]=[CH:20][C:19]([C:22]([F:25])([F:24])[F:23])=[CH:18][CH:17]=1)=[O:14]. (7) The reactants are: Cl[C:2]1[CH:7]=[N:6][CH:5]=[C:4]([Cl:8])[N:3]=1.[CH2:9]([OH:19])[C:10]1[CH:18]=[CH:17][C:16]2[O:15][CH2:14][O:13][C:12]=2[CH:11]=1.[H-].[Na+].O. Given the product [O:15]1[C:16]2[CH:17]=[CH:18][C:10]([CH2:9][O:19][C:2]3[CH:7]=[N:6][CH:5]=[C:4]([Cl:8])[N:3]=3)=[CH:11][C:12]=2[O:13][CH2:14]1, predict the reactants needed to synthesize it. (8) Given the product [CH3:1][O:2][C:3]1[CH:4]=[C:5]2[C:10](=[CH:11][C:12]=1[O:13][CH3:14])[N:9]=[CH:8][CH:7]=[C:6]2[O:15][C:16]1[CH:22]=[CH:21][C:19]([NH:20][C:27](=[O:33])[O:28][C:29]2[CH:40]=[CH:41][CH:42]=[C:37]([O:36][CH3:35])[CH:38]=2)=[CH:18][CH:17]=1, predict the reactants needed to synthesize it. The reactants are: [CH3:1][O:2][C:3]1[CH:4]=[C:5]2[C:10](=[CH:11][C:12]=1[O:13][CH3:14])[N:9]=[CH:8][CH:7]=[C:6]2[O:15][C:16]1[CH:22]=[CH:21][C:19]([NH2:20])=[CH:18][CH:17]=1.ClC(Cl)(O[C:27](=[O:33])[O:28][C:29](Cl)(Cl)Cl)Cl.[CH3:35][O:36][C:37]1[CH:38]=C(O)[CH:40]=[CH:41][CH:42]=1.C(=O)(O)[O-].[Na+]. (9) The reactants are: CC1(C)[O:6][CH:5]([C:7]2[CH:8]=[CH:9][C:10]3[C:19]4([N:20]5[CH2:25][CH2:24][O:23][CH2:22][CH2:21]5)[CH:15]([C:16]([C:26]5[O:30][N:29]=[C:28]([C:31]6[CH:36]=[CH:35][CH:34]=[CH:33][CH:32]=6)[C:27]=5[C:37]([F:40])([F:39])[F:38])=[N:17][O:18]4)[CH2:14][O:13][C:11]=3[CH:12]=2)[CH2:4][O:3]1.C(O)(C(F)(F)F)=O. Given the product [O:23]1[CH2:24][CH2:25][N:20]([C:19]23[C:10]4[CH:9]=[CH:8][C:7]([CH:5]([OH:6])[CH2:4][OH:3])=[CH:12][C:11]=4[O:13][CH2:14][CH:15]2[C:16]([C:26]2[O:30][N:29]=[C:28]([C:31]4[CH:36]=[CH:35][CH:34]=[CH:33][CH:32]=4)[C:27]=2[C:37]([F:40])([F:38])[F:39])=[N:17][O:18]3)[CH2:21][CH2:22]1, predict the reactants needed to synthesize it. (10) Given the product [CH3:3][C:4]([O:7][C:8]([NH:10][C@H:11]([C:16]([NH:18][CH2:19][CH:20]1[O:25][CH2:24][CH2:23][NH:22][CH2:21]1)=[O:17])[CH2:12][CH:13]([CH3:15])[CH3:14])=[O:9])([CH3:6])[CH3:5], predict the reactants needed to synthesize it. The reactants are: N#N.[CH3:3][C:4]([O:7][C:8]([NH:10][C@H:11]([C:16]([NH:18][CH2:19][CH:20]1[O:25][CH2:24][CH2:23][N:22](CC2C=CC=CC=2)[CH2:21]1)=[O:17])[CH2:12][CH:13]([CH3:15])[CH3:14])=[O:9])([CH3:6])[CH3:5].